From a dataset of Forward reaction prediction with 1.9M reactions from USPTO patents (1976-2016). Predict the product of the given reaction. (1) Given the reactants C[O:2][C:3]1[CH:4]=[CH:5][C:6]2[C:7]3[C:12]([C:13]4[CH:14]=[CH:15][CH:16]=[CH:17][C:18]=4[C:19]=2[CH:20]=1)=[CH:11][C:10]1=[CH:21][C:22]2[C:27]([C:26]([CH3:29])([CH3:28])[CH:25]=[CH:24][CH:23]=2)=[C:9]1[CH:8]=3.B(Br)(Br)Br.CO, predict the reaction product. The product is: [CH3:28][C:26]1([CH3:29])[C:27]2[C:22]([CH:21]=[C:10]3[C:9]=2[CH:8]=[C:7]2[C:12]([C:13]4[CH:14]=[CH:15][CH:16]=[CH:17][C:18]=4[C:19]4[CH:20]=[C:3]([OH:2])[CH:4]=[CH:5][C:6]=42)=[CH:11]3)=[CH:23][CH:24]=[CH:25]1. (2) Given the reactants C(OC(N1C2SC(C(O)=O)=CC=2C([NH:17][C:18](=[O:27])[C:19]2[CH:24]=[CH:23][C:22]([O:25][CH3:26])=[CH:21][CH:20]=2)=N1)C)C.F[B-](F)(F)F.N1(OC(N(C)C)=[N+](C)C)C2C=CC=CC=2N=N1.C1(NN)C=CC=CC=1.C(N(CC)CC)C, predict the reaction product. The product is: [CH3:26][O:25][C:22]1[CH:23]=[CH:24][C:19]([C:18]([NH2:17])=[O:27])=[CH:20][CH:21]=1. (3) Given the reactants [OH:1][C:2]1[CH:10]=[CH:9][CH:8]=[C:7]2[C:3]=1[CH2:4][CH2:5][C:6]2=[O:11].C(N(CC)CC)C.[C:19]([Si:23]([CH3:26])([CH3:25])Cl)([CH3:22])([CH3:21])[CH3:20].O, predict the reaction product. The product is: [O:1]([C:2]1[CH:10]=[CH:9][CH:8]=[C:7]2[C:3]=1[CH2:4][CH2:5][C:6]2=[O:11])[Si:23]([C:19]([CH3:22])([CH3:21])[CH3:20])([CH3:26])[CH3:25]. (4) Given the reactants Br[CH2:2][C:3]([C:5]1[CH:10]=[CH:9][C:8]([CH3:11])=[CH:7][CH:6]=1)=O.[Br:12][C:13]1[CH:21]=[CH:20][C:16]([C:17]([NH2:19])=[O:18])=[CH:15][CH:14]=1.C(=O)(O)[O-].[Na+], predict the reaction product. The product is: [Br:12][C:13]1[CH:21]=[CH:20][C:16]([C:17]2[O:18][CH:2]=[C:3]([C:5]3[CH:10]=[CH:9][C:8]([CH3:11])=[CH:7][CH:6]=3)[N:19]=2)=[CH:15][CH:14]=1. (5) Given the reactants [CH3:1][C:2]1[N:3]=[C:4]2[CH:9]=[CH:8][CH:7]=[C:6]([CH2:10][N:11]([C:24]([O:26][C:27]([CH3:30])([CH3:29])[CH3:28])=[O:25])[CH2:12][CH2:13][CH2:14][CH2:15][NH:16][S:17]([C:20]([F:23])([F:22])[F:21])(=[O:19])=[O:18])[N:5]2[CH:31]=1.[Cl:32][C:33]([Cl:38])([Cl:37])[C:34](Cl)=[O:35].C(=O)([O-])O.[Na+], predict the reaction product. The product is: [CH3:1][C:2]1[N:3]=[C:4]2[CH:9]=[CH:8][CH:7]=[C:6]([CH2:10][N:11]([C:24]([O:26][C:27]([CH3:28])([CH3:30])[CH3:29])=[O:25])[CH2:12][CH2:13][CH2:14][CH2:15][NH:16][S:17]([C:20]([F:21])([F:23])[F:22])(=[O:19])=[O:18])[N:5]2[C:31]=1[C:34](=[O:35])[C:33]([Cl:38])([Cl:37])[Cl:32]. (6) Given the reactants [H-].[H-].[H-].[H-].[Li+].[Al+3].[N:7]([C:10]1([CH2:26][C:27](OCC)=[O:28])[C:23]2[C:18](=[N:19][CH:20]=[C:21]([Br:24])[CH:22]=2)[O:17][C:16]2[C:11]1=[CH:12][C:13]([I:25])=[CH:14][CH:15]=2)=[N+]=[N-].O.O.O.O.O.O.O.O.O.O.S([O-])([O-])(=O)=O.[Na+].[Na+], predict the reaction product. The product is: [NH2:7][C:10]1([CH2:26][CH2:27][OH:28])[C:23]2[C:18](=[N:19][CH:20]=[C:21]([Br:24])[CH:22]=2)[O:17][C:16]2[C:11]1=[CH:12][C:13]([I:25])=[CH:14][CH:15]=2. (7) Given the reactants [C:1]([O:5][C:6]([N:8]([CH2:31][C@H:32]([OH:39])[C:33]1[CH:34]=[N:35][CH:36]=[CH:37][CH:38]=1)[CH2:9][CH2:10][C:11]1[CH:16]=[CH:15][C:14]([C:17]2[CH:22]=[CH:21][C:20]([C:23]([O:25]C)=[O:24])=[C:19]([CH2:27][CH:28]([CH3:30])[CH3:29])[CH:18]=2)=[CH:13][CH:12]=1)=[O:7])([CH3:4])([CH3:3])[CH3:2].[OH-].[Na+], predict the reaction product. The product is: [C:1]([O:5][C:6]([N:8]([CH2:31][C@H:32]([OH:39])[C:33]1[CH:34]=[N:35][CH:36]=[CH:37][CH:38]=1)[CH2:9][CH2:10][C:11]1[CH:12]=[CH:13][C:14]([C:17]2[CH:22]=[CH:21][C:20]([C:23]([OH:25])=[O:24])=[C:19]([CH2:27][CH:28]([CH3:29])[CH3:30])[CH:18]=2)=[CH:15][CH:16]=1)=[O:7])([CH3:3])([CH3:4])[CH3:2]. (8) Given the reactants [Cl:1][C:2]1[N:7]=[CH:6][N:5]=[C:4]([NH2:8])[CH:3]=1.FC(F)(F)S(O)(=O)=O.[I:17]N1C(=O)CCC1=O.[OH-].[Na+], predict the reaction product. The product is: [Cl:1][C:2]1[N:7]=[CH:6][N:5]=[C:4]([NH2:8])[C:3]=1[I:17]. (9) Given the reactants [CH:1]1([C:9]2[CH:14]=[CH:13][C:12]([C:15](=[O:17])[CH3:16])=[CH:11][CH:10]=2)[CH2:8][CH2:7][CH2:6][CH2:5][CH2:4][CH2:3][CH2:2]1.II.[CH2:20]([O:22][C:23](=[O:26])[CH2:24]Br)[CH3:21].Cl, predict the reaction product. The product is: [OH:17][C:15]([C:12]1[CH:11]=[CH:10][C:9]([CH:1]2[CH2:8][CH2:7][CH2:6][CH2:5][CH2:4][CH2:3][CH2:2]2)=[CH:14][CH:13]=1)([CH3:16])[CH2:24][C:23]([O:22][CH2:20][CH3:21])=[O:26].